Dataset: Full USPTO retrosynthesis dataset with 1.9M reactions from patents (1976-2016). Task: Predict the reactants needed to synthesize the given product. (1) Given the product [Cl:1][C:2]1[CH:3]=[CH:4][C:5]([C:8]2[CH:9]=[N:10][CH:11]=[C:12]3[C:17]=2[N:16]=[C:15]([C:18]([NH:54][C:55]2[CH:60]=[CH:59][CH:58]=[CH:57][CH:56]=2)=[O:20])[CH:14]=[CH:13]3)=[CH:6][CH:7]=1, predict the reactants needed to synthesize it. The reactants are: [Cl:1][C:2]1[CH:7]=[CH:6][C:5]([C:8]2[CH:9]=[N:10][CH:11]=[C:12]3[C:17]=2[N:16]=[C:15]([C:18]([OH:20])=O)[CH:14]=[CH:13]3)=[CH:4][CH:3]=1.C(N(CC)C(C)C)(C)C.F[P-](F)(F)(F)(F)F.N1(OC(N(C)C)=[N+](C)C)C2N=CC=CC=2N=N1.[NH2:54][C:55]1[CH:60]=[CH:59][CH:58]=[CH:57][CH:56]=1. (2) Given the product [C:36]1([CH:7]([C:1]2[CH:2]=[CH:3][CH:4]=[CH:5][CH:6]=2)[N:8]2[CH:13]=[CH:12][CH:11]=[C:10]([C:14]([NH:16][C@@H:17]([CH2:25][C:26]3[C:34]4[C:29](=[CH:30][CH:31]=[CH:32][CH:33]=4)[NH:28][CH:27]=3)[C:18]([OH:20])=[O:19])=[O:15])[C:9]2=[O:35])[CH:41]=[CH:40][CH:39]=[CH:38][CH:37]=1, predict the reactants needed to synthesize it. The reactants are: [C:1]1([CH:7]([C:36]2[CH:41]=[CH:40][CH:39]=[CH:38][CH:37]=2)[N:8]2[CH:13]=[CH:12][CH:11]=[C:10]([C:14]([NH:16][C@@H:17]([CH2:25][C:26]3[C:34]4[C:29](=[CH:30][CH:31]=[CH:32][CH:33]=4)[NH:28][CH:27]=3)[C:18]([O:20]C(C)(C)C)=[O:19])=[O:15])[C:9]2=[O:35])[CH:6]=[CH:5][CH:4]=[CH:3][CH:2]=1. (3) Given the product [F:19][C:16]([F:17])([F:18])[C:13]1[CH:14]=[CH:15][C:10]([O:9][C:6]2[CH:5]=[CH:4][C:3]([CH2:1][CH2:2][OH:32])=[CH:8][CH:7]=2)=[CH:11][CH:12]=1, predict the reactants needed to synthesize it. The reactants are: [CH:1]([C:3]1[CH:8]=[CH:7][C:6]([O:9][C:10]2[CH:15]=[CH:14][C:13]([C:16]([F:19])([F:18])[F:17])=[CH:12][CH:11]=2)=[CH:5][CH:4]=1)=[CH2:2].B1C2CCCC1CCC2.C1C[O:32]CC1. (4) Given the product [C:19]1([C:2]2[C:15]3[C:16]4=[C:17]5[C:12](=[CH:13][CH:14]=3)[CH:11]=[CH:10][C:9]([C:34]3[CH:39]=[CH:38][CH:37]=[CH:36][CH:35]=3)=[C:8]5[CH:7]=[CH:6][C:5]4=[CH:4][CH:3]=2)[CH:24]=[CH:23][CH:22]=[CH:21][CH:20]=1, predict the reactants needed to synthesize it. The reactants are: Br[C:2]1[C:15]2[C:16]3=[C:17]4[C:12](=[CH:13][CH:14]=2)[CH:11]=[CH:10][C:9](Br)=[C:8]4[CH:7]=[CH:6][C:5]3=[CH:4][CH:3]=1.[C:19]1(B(O)O)[CH:24]=[CH:23][CH:22]=[CH:21][CH:20]=1.C(=O)([O-])[O-].[Na+].[Na+].[C:34]1(C)[CH:39]=[CH:38][CH:37]=[CH:36][CH:35]=1. (5) Given the product [F:1][C:2]1[CH:14]=[CH:13][CH:12]=[C:11]([B:19]2[O:20][C:21]([CH3:23])([CH3:22])[C:17]([CH3:24])([CH3:16])[O:18]2)[C:3]=1[C:4]([O:6][C:7]([CH3:10])([CH3:9])[CH3:8])=[O:5], predict the reactants needed to synthesize it. The reactants are: [F:1][C:2]1[CH:14]=[CH:13][CH:12]=[C:11](I)[C:3]=1[C:4]([O:6][C:7]([CH3:10])([CH3:9])[CH3:8])=[O:5].[CH3:16][C:17]1([CH3:24])[C:21]([CH3:23])([CH3:22])[O:20][BH:19][O:18]1. (6) Given the product [NH2:1][C:2]1[C:11]2[N:12]=[C:13]([CH2:19][OH:20])[N:14]([CH2:15][CH:16]([CH3:18])[CH3:17])[C:10]=2[C:9]2[N:8]=[CH:7][C:6]([N:23]3[CH2:27][CH2:26][CH2:25][C:24]3=[O:28])=[CH:5][C:4]=2[N:3]=1, predict the reactants needed to synthesize it. The reactants are: [NH2:1][C:2]1[C:11]2[N:12]=[C:13]([CH2:19][O:20]CC)[N:14]([CH2:15][CH:16]([CH3:18])[CH3:17])[C:10]=2[C:9]2[N:8]=[CH:7][C:6]([N:23]3[CH2:27][CH2:26][CH2:25][C:24]3=[O:28])=[CH:5][C:4]=2[N:3]=1.B(Br)(Br)Br.Cl.[OH-].[Na+].